From a dataset of Merck oncology drug combination screen with 23,052 pairs across 39 cell lines. Regression. Given two drug SMILES strings and cell line genomic features, predict the synergy score measuring deviation from expected non-interaction effect. Drug 1: CN(Cc1cnc2nc(N)nc(N)c2n1)c1ccc(C(=O)NC(CCC(=O)O)C(=O)O)cc1. Drug 2: CCN(CC)CCNC(=O)c1c(C)[nH]c(C=C2C(=O)Nc3ccc(F)cc32)c1C. Cell line: MDAMB436. Synergy scores: synergy=-9.35.